From a dataset of Peptide-MHC class I binding affinity with 185,985 pairs from IEDB/IMGT. Regression. Given a peptide amino acid sequence and an MHC pseudo amino acid sequence, predict their binding affinity value. This is MHC class I binding data. (1) The peptide sequence is VPSVNEYHM. The MHC is HLA-B35:01 with pseudo-sequence HLA-B35:01. The binding affinity (normalized) is 0.564. (2) The peptide sequence is VLMIKALEL. The MHC is HLA-A02:06 with pseudo-sequence HLA-A02:06. The binding affinity (normalized) is 0.598. (3) The peptide sequence is DRSDGYFLK. The MHC is HLA-A11:01 with pseudo-sequence HLA-A11:01. The binding affinity (normalized) is 0.0418. (4) The peptide sequence is IRKPKHLYV. The MHC is HLA-B27:03 with pseudo-sequence HLA-B27:03. The binding affinity (normalized) is 0.0847. (5) The peptide sequence is HKIPDPQGM. The MHC is HLA-A24:03 with pseudo-sequence HLA-A24:03. The binding affinity (normalized) is 0.0847.